Dataset: HIV replication inhibition screening data with 41,000+ compounds from the AIDS Antiviral Screen. Task: Binary Classification. Given a drug SMILES string, predict its activity (active/inactive) in a high-throughput screening assay against a specified biological target. (1) The drug is CC1=NN(C(=O)CC(=O)Nc2cccc(Cl)c2)C(=O)C1N=Nc1ccc(S(=O)(=O)c2ccc(N=NC3C(=O)N(C(=O)CC(=O)Nc4cccc(Cl)c4)N=C3C)cc2)cc1. The result is 0 (inactive). (2) The drug is CCOC(=O)C(=Cc1ccc(C)cc1)P(=O)(OCC)OCC. The result is 1 (active).